From a dataset of Full USPTO retrosynthesis dataset with 1.9M reactions from patents (1976-2016). Predict the reactants needed to synthesize the given product. Given the product [O:17]=[C:9]1[N:8]([CH2:7][C:6]([OH:18])=[O:5])[C:12]2[CH:13]=[CH:14][CH:15]=[CH:16][C:11]=2[O:10]1, predict the reactants needed to synthesize it. The reactants are: C([O:5][C:6](=[O:18])[CH2:7][N:8]1[C:12]2[CH:13]=[CH:14][CH:15]=[CH:16][C:11]=2[O:10][C:9]1=[O:17])(C)(C)C.C(O)(C(F)(F)F)=O.